Dataset: Full USPTO retrosynthesis dataset with 1.9M reactions from patents (1976-2016). Task: Predict the reactants needed to synthesize the given product. (1) Given the product [CH2:4]([N:3]([CH2:6][C:7]1[S:11][C:10]([C:12]2[O:14][N:23]=[C:21]([C:20]3[CH:25]=[CH:26][C:17]([OH:16])=[CH:18][C:19]=3[O:27][CH3:28])[N:22]=2)=[CH:9][C:8]=1[CH3:15])[CH2:1][CH3:2])[CH3:5], predict the reactants needed to synthesize it. The reactants are: [CH2:1]([N:3]([CH2:6][C:7]1[S:11][C:10]([C:12]([OH:14])=O)=[CH:9][C:8]=1[CH3:15])[CH2:4][CH3:5])[CH3:2].[OH:16][C:17]1[CH:26]=[CH:25][C:20]([C:21]([NH:23]O)=[NH:22])=[C:19]([O:27][CH3:28])[CH:18]=1. (2) Given the product [CH2:1]([O:8][C:9]1[C:14]([C:15]#[N:16])=[C:13]([NH:19][NH2:20])[N:12]=[CH:11][CH:10]=1)[C:2]1[CH:7]=[CH:6][CH:5]=[CH:4][CH:3]=1, predict the reactants needed to synthesize it. The reactants are: [CH2:1]([O:8][C:9]1[C:14]([C:15]#[N:16])=[C:13](Br)[N:12]=[CH:11][CH:10]=1)[C:2]1[CH:7]=[CH:6][CH:5]=[CH:4][CH:3]=1.O.[NH2:19][NH2:20]. (3) Given the product [O:20]1[C:2]2([CH2:3][CH2:4][C:5]([C:8]([O:10][CH2:11][CH3:12])=[O:9])([C:13]([O:15][CH2:16][CH3:17])=[O:14])[CH2:6][CH2:7]2)[O:1][CH2:18][CH2:19]1, predict the reactants needed to synthesize it. The reactants are: [O:1]=[C:2]1[CH2:7][CH2:6][C:5]([C:13]([O:15][CH2:16][CH3:17])=[O:14])([C:8]([O:10][CH2:11][CH3:12])=[O:9])[CH2:4][CH2:3]1.[CH2:18](O)[CH2:19][OH:20].O.C1(C)C=CC(S(O)(=O)=O)=CC=1. (4) Given the product [C:1]([C@@H:4]([NH:6][C:7]([C@H:8]([NH:20][C:38](=[O:39])[C@H:37]([CH2:41][CH:42]([CH3:43])[CH3:44])[CH2:36][C:34]([N:33]([CH2:32][C:25]1[CH:26]=[CH:27][C:28]([O:30][CH3:31])=[CH:29][C:24]=1[O:23][CH3:22])[O:45][CH2:46][C:47]1[CH:48]=[CH:49][CH:50]=[CH:51][CH:52]=1)=[O:35])[CH2:9][C:10]1[CH:19]=[CH:18][C:17]2[C:12](=[CH:13][CH:14]=[CH:15][CH:16]=2)[CH:11]=1)=[O:21])[CH3:5])(=[O:3])[NH2:2], predict the reactants needed to synthesize it. The reactants are: [C:1]([C@@H:4]([NH:6][C:7](=[O:21])[C@H:8]([NH2:20])[CH2:9][C:10]1[CH:19]=[CH:18][C:17]2[C:12](=[CH:13][CH:14]=[CH:15][CH:16]=2)[CH:11]=1)[CH3:5])(=[O:3])[NH2:2].[CH3:22][O:23][C:24]1[CH:29]=[C:28]([O:30][CH3:31])[CH:27]=[CH:26][C:25]=1[CH2:32][N:33]([O:45][CH2:46][C:47]1[CH:52]=[CH:51][CH:50]=[CH:49][CH:48]=1)[C:34]([CH2:36][C@@H:37]([CH2:41][CH:42]([CH3:44])[CH3:43])[C:38](O)=[O:39])=[O:35].[Na].C(Cl)CCl.C1C=CC2N(O)N=NC=2C=1.CCN(C(C)C)C(C)C. (5) Given the product [Cl:27][C:20]1[CH:19]=[C:18]([C:15]2[CH:16]=[CH:17][N:13]([CH2:12][C@@H:11]([NH:10][C:7]([C:5]3[N:4]=[CH:3][N:2]([CH3:1])[CH:6]=3)=[O:9])[CH3:28])[N:14]=2)[CH:25]=[C:24]([F:26])[C:21]=1[C:22]#[N:23], predict the reactants needed to synthesize it. The reactants are: [CH3:1][N:2]1[CH:6]=[C:5]([C:7]([OH:9])=O)[N:4]=[CH:3]1.[NH2:10][C@@H:11]([CH3:28])[CH2:12][N:13]1[CH:17]=[CH:16][C:15]([C:18]2[CH:25]=[C:24]([F:26])[C:21]([C:22]#[N:23])=[C:20]([Cl:27])[CH:19]=2)=[N:14]1.